From a dataset of Full USPTO retrosynthesis dataset with 1.9M reactions from patents (1976-2016). Predict the reactants needed to synthesize the given product. (1) Given the product [ClH:1].[ClH:1].[ClH:1].[CH:15]([N:12]1[CH2:13][CH2:14][N:9]([CH2:8][C:5]2[CH:4]=[CH:3][C:2]([C:23]3[CH:22]=[CH:21][N:20]=[C:19]([CH3:18])[CH:24]=3)=[N:7][CH:6]=2)[CH2:10][CH2:11]1)([CH3:17])[CH3:16], predict the reactants needed to synthesize it. The reactants are: [Cl:1][C:2]1[N:7]=[CH:6][C:5]([CH2:8][N:9]2[CH2:14][CH2:13][N:12]([CH:15]([CH3:17])[CH3:16])[CH2:11][CH2:10]2)=[CH:4][CH:3]=1.[CH3:18][C:19]1[CH:24]=[C:23](B(O)O)[CH:22]=[CH:21][N:20]=1. (2) Given the product [Cl:9][C:10]1[C:11]2[NH:22][CH:21]=[C:20]([I:1])[C:12]=2[N:13]=[C:14]([CH2:16][CH2:17][O:18][CH3:19])[N:15]=1, predict the reactants needed to synthesize it. The reactants are: [I:1]N1C(=O)CCC1=O.[Cl:9][C:10]1[C:11]2[NH:22][CH:21]=[CH:20][C:12]=2[N:13]=[C:14]([CH2:16][CH2:17][O:18][CH3:19])[N:15]=1. (3) Given the product [C:16]([O:15][C:13]([N:9]1[C:10]2[C:6](=[CH:5][C:4]([Cl:3])=[CH:12][CH:11]=2)[CH:7]=[CH:8]1)=[O:14])([CH3:19])([CH3:18])[CH3:17], predict the reactants needed to synthesize it. The reactants are: [H-].[Na+].[Cl:3][C:4]1[CH:5]=[C:6]2[C:10](=[CH:11][CH:12]=1)[NH:9][CH:8]=[CH:7]2.[C:13](O[C:13]([O:15][C:16]([CH3:19])([CH3:18])[CH3:17])=[O:14])([O:15][C:16]([CH3:19])([CH3:18])[CH3:17])=[O:14]. (4) Given the product [CH3:26][S:27]([N:1]([S:27]([CH3:26])(=[O:29])=[O:28])[C:2]1[CH:3]=[C:4]([CH:9]=[C:10]([C:12]([C:15]#[N:16])([CH3:13])[CH3:14])[CH:11]=1)[C:5]([O:7][CH3:8])=[O:6])(=[O:29])=[O:28], predict the reactants needed to synthesize it. The reactants are: [NH2:1][C:2]1[CH:3]=[C:4]([CH:9]=[C:10]([C:12]([C:15]#[N:16])([CH3:14])[CH3:13])[CH:11]=1)[C:5]([O:7][CH3:8])=[O:6].CCN(C(C)C)C(C)C.[CH3:26][S:27](Cl)(=[O:29])=[O:28]. (5) Given the product [Cl:1][C:2]1[C:7]2=[CH:8][N:9]([CH2:12][C:13]3[CH:18]=[N:17][C:16]([CH2:19][O:20][CH2:21][C:22]([F:25])([F:24])[F:23])=[C:15]([CH3:26])[CH:14]=3)[N:10]=[C:6]2[CH:5]=[CH:4][N:3]=1, predict the reactants needed to synthesize it. The reactants are: [Cl:1][C:2]1[C:7]2=[CH:8][NH:9][N:10]=[C:6]2[CH:5]=[CH:4][N:3]=1.Cl[CH2:12][C:13]1[CH:14]=[C:15]([CH3:26])[C:16]([CH2:19][O:20][CH2:21][C:22]([F:25])([F:24])[F:23])=[N:17][CH:18]=1.C(=O)([O-])[O-].[K+].[K+]. (6) Given the product [CH2:20]([O:22][C:23]1[CH:31]=[C:30]2[C:26]([CH:27]=[N:28][NH:29]2)=[CH:25][C:24]=1[NH:32][C:2]1[C:3]2[C:10]3[CH2:11][CH2:12][CH:13]([C:15]([N:17]([CH3:19])[CH3:18])=[O:16])[CH2:14][C:9]=3[S:8][C:4]=2[N:5]=[CH:6][N:7]=1)[CH3:21], predict the reactants needed to synthesize it. The reactants are: Cl[C:2]1[C:3]2[C:10]3[CH2:11][CH2:12][CH:13]([C:15]([N:17]([CH3:19])[CH3:18])=[O:16])[CH2:14][C:9]=3[S:8][C:4]=2[N:5]=[CH:6][N:7]=1.[CH2:20]([O:22][C:23]1[CH:31]=[C:30]2[C:26]([CH:27]=[N:28][NH:29]2)=[CH:25][C:24]=1[NH2:32])[CH3:21].